From a dataset of Catalyst prediction with 721,799 reactions and 888 catalyst types from USPTO. Predict which catalyst facilitates the given reaction. (1) The catalyst class is: 11. Product: [NH:39]1[C:32]([CH2:31][CH2:30][C@@:20]2([C:23]3[CH:28]=[CH:27][C:26]([F:29])=[CH:25][CH:24]=3)[O:19][C:18](=[O:34])[N:17]([C@H:15]([C:12]3[CH:13]=[CH:14][C:9]([C:3]4[CH:4]=[CH:5][C:6]([F:8])=[CH:7][C:2]=4[F:1])=[CH:10][CH:11]=3)[CH3:16])[CH2:22][CH2:21]2)=[N:33][N:41]=[N:40]1. Reactant: [F:1][C:2]1[CH:7]=[C:6]([F:8])[CH:5]=[CH:4][C:3]=1[C:9]1[CH:14]=[CH:13][C:12]([C@@H:15]([N:17]2[CH2:22][CH2:21][C@:20]([CH2:30][CH2:31][C:32]#[N:33])([C:23]3[CH:28]=[CH:27][C:26]([F:29])=[CH:25][CH:24]=3)[O:19][C:18]2=[O:34])[CH3:16])=[CH:11][CH:10]=1.[Sn]([N:39]=[N+:40]=[N-:41])(C)(C)C. (2) Reactant: [F:1][C:2]1[CH:3]=[CH:4][C:5](B2OC(C)(C)C(C)(C)O2)=[C:6]([CH:9]=1)[C:7]#[N:8].[Br:19][C:20]1[CH:25]=[C:24]([F:26])[CH:23]=[C:22](Br)[CH:21]=1. Product: [Br:19][C:20]1[CH:21]=[C:22]([C:5]2[C:6]([C:7]#[N:8])=[CH:9][C:2]([F:1])=[CH:3][CH:4]=2)[CH:23]=[C:24]([F:26])[CH:25]=1. The catalyst class is: 57. (3) Reactant: OS(C(F)(F)F)(=O)=O.[Cl:9][C:10]1[CH:15]=[CH:14][C:13]([C:16]2([C:22]([CH:24]([C:30](OCC)=[O:31])[C:25]([O:27][CH2:28][CH3:29])=[O:26])=[O:23])[CH2:21][CH2:20][CH2:19][CH2:18][CH2:17]2)=[CH:12][CH:11]=1. Product: [Cl:9][C:10]1[CH:11]=[C:12]2[C:13](=[CH:14][CH:15]=1)[C:16]1([CH2:21][CH2:20][CH2:19][CH2:18][CH2:17]1)[C:22](=[O:23])[C:24]([C:25]([O:27][CH2:28][CH3:29])=[O:26])=[C:30]2[OH:31]. The catalyst class is: 25. (4) Reactant: [N-:1]=[N+:2]=[N-:3].[Na+].Br[CH2:6][C:7]1[N:8]=[C:9]2[C:14](=[C:15]3[C:20]=1[CH:19]=[CH:18][CH:17]=[CH:16]3)[CH:13]=[CH:12][CH:11]=[CH:10]2. Product: [N:1]([CH2:6][C:7]1[N:8]=[C:9]2[C:14](=[C:15]3[C:20]=1[CH:19]=[CH:18][CH:17]=[CH:16]3)[CH:13]=[CH:12][CH:11]=[CH:10]2)=[N+:2]=[N-:3]. The catalyst class is: 21. (5) Reactant: [C:1]([O:5][C:6]([N:8]1[CH2:15][CH:14]2[C:10]([C:27]3[CH:32]=[CH:31][CH:30]=[CH:29][CH:28]=3)([N:11]([C:16](=[S:26])[NH:17][C:18](=[O:25])[C:19]3[CH:24]=[CH:23][CH:22]=[CH:21][CH:20]=3)[O:12][CH2:13]2)[CH2:9]1)=[O:7])([CH3:4])([CH3:3])[CH3:2]. Product: [C:18]([NH:17][C:16]([NH:11][C@:10]1([C:27]2[CH:28]=[CH:29][CH:30]=[CH:31][CH:32]=2)[C@H:14]([CH2:13][OH:12])[CH2:15][N:8]([C:6]([O:5][C:1]([CH3:4])([CH3:3])[CH3:2])=[O:7])[CH2:9]1)=[S:26])(=[O:25])[C:19]1[CH:20]=[CH:21][CH:22]=[CH:23][CH:24]=1. The catalyst class is: 763. (6) Reactant: [Cl:1][C:2]1[N:7]=[N:6][C:5]([NH:8][NH:9][C:10](=O)[CH2:11][O:12][C:13]2[C:22]3[C:17](=[CH:18][C:19]([O:23][CH3:24])=[CH:20][CH:21]=3)[N:16]=[CH:15][CH:14]=2)=[CH:4][CH:3]=1.C1(P(C2C=CC=CC=2)C2C=CC=CC=2)C=CC=CC=1.C[Si](N=[N+]=[N-])(C)C.CCOC(/N=N/C(OCC)=O)=O. Product: [Cl:1][C:2]1[CH:3]=[CH:4][C:5]2[N:6]([C:10]([CH2:11][O:12][C:13]3[C:22]4[C:17](=[CH:18][C:19]([O:23][CH3:24])=[CH:20][CH:21]=4)[N:16]=[CH:15][CH:14]=3)=[N:9][N:8]=2)[N:7]=1. The catalyst class is: 7. (7) Reactant: [C:1]1([C:7]2[CH:20]=[CH:19][C:18]3[C:9](=[CH:10][C:11]4[C:16]([CH:17]=3)=[CH:15][C:14]([C:21]3[CH:26]=[CH:25][CH:24]=[CH:23][CH:22]=3)=[CH:13][CH:12]=4)[CH:8]=2)[CH:6]=[CH:5][CH:4]=[CH:3][CH:2]=1.[Br:27]N1C(=O)CCC1=O.O. Product: [Br:27][C:17]1[C:18]2[C:9]([CH:10]=[C:11]3[C:16]=1[CH:15]=[C:14]([C:21]1[CH:26]=[CH:25][CH:24]=[CH:23][CH:22]=1)[CH:13]=[CH:12]3)=[CH:8][C:7]([C:1]1[CH:6]=[CH:5][CH:4]=[CH:3][CH:2]=1)=[CH:20][CH:19]=2. The catalyst class is: 9.